From a dataset of Retrosynthesis with 50K atom-mapped reactions and 10 reaction types from USPTO. Predict the reactants needed to synthesize the given product. (1) Given the product COc1cccc(C(C)=O)c1N, predict the reactants needed to synthesize it. The reactants are: CC(=O)c1cccc(O)c1N.CI. (2) Given the product O=C(c1ccc2[nH]c(C(=O)N3CCSCC3)cc2c1)N1CCN(C2CCCC2)CC1, predict the reactants needed to synthesize it. The reactants are: C1CSCCN1.O=C(O)c1cc2cc(C(=O)N3CCN(C4CCCC4)CC3)ccc2[nH]1. (3) Given the product Nc1ccc(F)c(N2CCCC2=O)c1, predict the reactants needed to synthesize it. The reactants are: O=C1CCCN1c1cc([N+](=O)[O-])ccc1F. (4) Given the product CCCCOc1cccc(NC(=O)OC(C)(C)C)c1, predict the reactants needed to synthesize it. The reactants are: CC(C)(C)OC(=O)Nc1cccc(O)c1.CC(C)(C)OC(=O)OC(=O)OC(C)(C)C. (5) Given the product COc1ccc(-c2cc(C(=O)Nc3ccc(OC(F)(F)F)cc3)cnc2NCCCO)cn1, predict the reactants needed to synthesize it. The reactants are: COc1ccc(B(O)O)cn1.O=C(Nc1ccc(OC(F)(F)F)cc1)c1cnc(NCCCO)c(Br)c1.